From a dataset of Full USPTO retrosynthesis dataset with 1.9M reactions from patents (1976-2016). Predict the reactants needed to synthesize the given product. (1) Given the product [N:11]1([C:14]2[N:15]=[CH:16][C:17]([C:20]([F:22])([F:21])[F:23])=[CH:18][N:19]=2)[CH2:12][CH2:13][NH:8][CH2:9][CH2:10]1, predict the reactants needed to synthesize it. The reactants are: C([N:8]1[CH2:13][CH2:12][N:11]([C:14]2[N:19]=[CH:18][C:17]([C:20]([F:23])([F:22])[F:21])=[CH:16][N:15]=2)[CH2:10][CH2:9]1)C1C=CC=CC=1. (2) The reactants are: Br[C:2]1[CH:3]=[C:4]([C:8](=[O:17])[CH2:9][N:10]2[CH:14]=[CH:13][N:12]=[C:11]2[CH2:15][CH3:16])[CH:5]=[CH:6][CH:7]=1.[CH2:18]([C:22]1[S:26][C:25]([S:27]([NH:30][C:31]([CH3:34])([CH3:33])[CH3:32])(=[O:29])=[O:28])=[C:24](B(O)O)[CH:23]=1)[CH:19]([CH3:21])[CH3:20].C([O-])([O-])=O.[Na+].[Na+]. Given the product [CH2:15]([C:11]1[N:10]([CH2:9][C:8]([C:4]2[CH:3]=[C:2]([C:24]3[CH:23]=[C:22]([CH2:18][CH:19]([CH3:20])[CH3:21])[S:26][C:25]=3[S:27]([NH:30][C:31]([CH3:33])([CH3:32])[CH3:34])(=[O:29])=[O:28])[CH:7]=[CH:6][CH:5]=2)=[O:17])[CH:14]=[CH:13][N:12]=1)[CH3:16], predict the reactants needed to synthesize it. (3) The reactants are: C(O[C:4]([C:6]1([CH2:22][CH2:23]OC)[CH2:11][CH2:10][N:9]([S:12]([C:15]2[CH:20]=[CH:19][CH:18]=[CH:17][C:16]=2[Cl:21])(=[O:14])=[O:13])[CH2:8][CH2:7]1)=[O:5])C.[Cl-].C[Al+]C.[F:30][C:31]([F:42])([F:41])[C:32]1[CH:33]=[C:34]([CH2:38][CH2:39][NH2:40])[CH:35]=[CH:36][CH:37]=1. Given the product [Cl:21][C:16]1[CH:17]=[CH:18][CH:19]=[CH:20][C:15]=1[S:12]([N:9]1[CH2:8][CH2:7][C:6]2([C:4](=[O:5])[N:40]([CH2:39][CH2:38][C:34]3[CH:35]=[CH:36][CH:37]=[C:32]([C:31]([F:30])([F:41])[F:42])[CH:33]=3)[CH2:23][CH2:22]2)[CH2:11][CH2:10]1)(=[O:13])=[O:14], predict the reactants needed to synthesize it. (4) Given the product [Cl:1][C:2]1[N:3]=[CH:4][NH:5][C:6]=1[C:7]([NH:9][CH2:10][C:11]1[CH:16]=[CH:15][C:14]([Cl:17])=[C:13]([O:18][C:19]2[CH:24]=[C:23]([CH2:25][CH:26]=[CH2:27])[CH:22]=[C:21]([C:28]#[N:29])[CH:20]=2)[C:12]=1[F:30])=[O:8], predict the reactants needed to synthesize it. The reactants are: [Cl:1][C:2]1[N:3]=[CH:4][N:5](COCC[Si](C)(C)C)[C:6]=1[C:7]([NH:9][CH2:10][C:11]1[CH:16]=[CH:15][C:14]([Cl:17])=[C:13]([O:18][C:19]2[CH:24]=[C:23]([CH2:25][CH:26]=[CH2:27])[CH:22]=[C:21]([C:28]#[N:29])[CH:20]=2)[C:12]=1[F:30])=[O:8].C(O)(C(F)(F)F)=O. (5) The reactants are: [C:1]([O:5][C:6]([NH:8][CH2:9][CH:10]1[CH2:15][CH2:14][CH:13]([NH:16]C(=O)OCC2C=CC=CC=2)[CH2:12][CH2:11]1)=[O:7])([CH3:4])([CH3:3])[CH3:2]. Given the product [NH2:16][C@H:13]1[CH2:14][CH2:15][C@H:10]([CH2:9][NH:8][C:6](=[O:7])[O:5][C:1]([CH3:3])([CH3:2])[CH3:4])[CH2:11][CH2:12]1, predict the reactants needed to synthesize it.